Dataset: Full USPTO retrosynthesis dataset with 1.9M reactions from patents (1976-2016). Task: Predict the reactants needed to synthesize the given product. (1) Given the product [F:1][C:2]1[CH:3]=[C:4]([NH:26][C@H:27]2[CH2:30][C@H:29]([C:31]([OH:33])=[O:32])[CH2:28]2)[CH:5]=[CH:6][C:7]=1[C:8]1[S:9][C:10]2[C:15]([N:16]=1)=[CH:14][CH:13]=[C:12]([C:17]1([C:20]3[CH:25]=[CH:24][CH:23]=[CH:22][CH:21]=3)[CH2:18][CH2:19]1)[N:11]=2, predict the reactants needed to synthesize it. The reactants are: [F:1][C:2]1[CH:3]=[C:4]([NH:26][C@H:27]2[CH2:30][C@H:29]([C:31]([O:33]C)=[O:32])[CH2:28]2)[CH:5]=[CH:6][C:7]=1[C:8]1[S:9][C:10]2[C:15]([N:16]=1)=[CH:14][CH:13]=[C:12]([C:17]1([C:20]3[CH:25]=[CH:24][CH:23]=[CH:22][CH:21]=3)[CH2:19][CH2:18]1)[N:11]=2.[OH-].[Na+].Cl. (2) Given the product [CH2:1]([C:4]1[C:12]2[C:7](=[C:8]3[CH2:15][CH2:14][O:13][C:9]3=[CH:10][CH:11]=2)[NH:6][CH:5]=1)[CH3:2], predict the reactants needed to synthesize it. The reactants are: [C:1]([C:4]1[C:12]2[C:7](=[C:8]3[CH2:15][CH2:14][O:13][C:9]3=[CH:10][CH:11]=2)[NH:6][CH:5]=1)(=O)[CH3:2].B.CC(C)=O.